From a dataset of NCI-60 drug combinations with 297,098 pairs across 59 cell lines. Regression. Given two drug SMILES strings and cell line genomic features, predict the synergy score measuring deviation from expected non-interaction effect. (1) Drug 1: C1CCC(CC1)NC(=O)N(CCCl)N=O. Drug 2: C1C(C(OC1N2C=NC3=C(N=C(N=C32)Cl)N)CO)O. Cell line: SF-539. Synergy scores: CSS=20.4, Synergy_ZIP=1.68, Synergy_Bliss=3.40, Synergy_Loewe=2.78, Synergy_HSA=3.16. (2) Drug 2: C1=NNC2=C1C(=O)NC=N2. Synergy scores: CSS=18.3, Synergy_ZIP=-7.55, Synergy_Bliss=-3.48, Synergy_Loewe=-27.9, Synergy_HSA=-3.62. Drug 1: C1C(C(OC1N2C=C(C(=O)NC2=O)F)CO)O. Cell line: HCT116. (3) Drug 1: C1CCC(CC1)NC(=O)N(CCCl)N=O. Drug 2: CCC1(C2=C(COC1=O)C(=O)N3CC4=CC5=C(C=CC(=C5CN(C)C)O)N=C4C3=C2)O.Cl. Cell line: SNB-19. Synergy scores: CSS=44.0, Synergy_ZIP=1.32, Synergy_Bliss=1.84, Synergy_Loewe=-8.63, Synergy_HSA=5.10. (4) Drug 2: CC12CCC3C(C1CCC2O)C(CC4=C3C=CC(=C4)O)CCCCCCCCCS(=O)CCCC(C(F)(F)F)(F)F. Drug 1: C1=NC2=C(N=C(N=C2N1C3C(C(C(O3)CO)O)F)Cl)N. Cell line: EKVX. Synergy scores: CSS=-2.40, Synergy_ZIP=3.04, Synergy_Bliss=6.02, Synergy_Loewe=-2.42, Synergy_HSA=-4.08. (5) Drug 1: CN(C)N=NC1=C(NC=N1)C(=O)N. Drug 2: CC(C)(C#N)C1=CC(=CC(=C1)CN2C=NC=N2)C(C)(C)C#N. Cell line: BT-549. Synergy scores: CSS=-3.04, Synergy_ZIP=0.450, Synergy_Bliss=-2.99, Synergy_Loewe=-2.38, Synergy_HSA=-4.17. (6) Drug 1: COC1=CC(=CC(=C1O)OC)C2C3C(COC3=O)C(C4=CC5=C(C=C24)OCO5)OC6C(C(C7C(O6)COC(O7)C8=CC=CS8)O)O. Drug 2: C1=CC=C(C=C1)NC(=O)CCCCCCC(=O)NO. Cell line: EKVX. Synergy scores: CSS=47.2, Synergy_ZIP=7.66, Synergy_Bliss=8.25, Synergy_Loewe=3.56, Synergy_HSA=8.12.